From a dataset of Catalyst prediction with 721,799 reactions and 888 catalyst types from USPTO. Predict which catalyst facilitates the given reaction. (1) Reactant: [CH3:1][O:2][C:3]1[C:7]2[C:8](=[O:25])[N:9]([CH2:16][C:17](=[O:24])[C:18]3[CH:23]=[CH:22][CH:21]=[CH:20][CH:19]=3)[C:10]3[CH:11]=[CH:12][CH:13]=[CH:14][C:15]=3[C:6]=2[N:5]([CH3:26])[C:4]=1[C:27]([NH:29][CH:30]1[CH2:35][CH2:34][NH:33][CH2:32][CH2:31]1)=[O:28].I[C:37]1[CH:42]=[CH:41][CH:40]=[CH:39][N:38]=1.C(=O)([O-])[O-].[K+].[K+].BrC1C=CC=CN=1.C(N(CC)CC)C. Product: [CH3:1][O:2][C:3]1[C:7]2[C:8](=[O:25])[N:9]([CH2:16][C:17](=[O:24])[C:18]3[CH:23]=[CH:22][CH:21]=[CH:20][CH:19]=3)[C:10]3[CH:11]=[CH:12][CH:13]=[CH:14][C:15]=3[C:6]=2[N:5]([CH3:26])[C:4]=1[C:27]([NH:29][CH:30]1[CH2:31][CH2:32][N:33]([C:37]2[CH:42]=[CH:41][CH:40]=[CH:39][N:38]=2)[CH2:34][CH2:35]1)=[O:28]. The catalyst class is: 18. (2) Reactant: CS(O[CH2:6][C@@H:7]1[O:12][C:11]2[CH:13]=[CH:14][CH:15]=[CH:16][C:10]=2[O:9][CH2:8]1)(=O)=O.[N:17]1([C:24]2[N:33]=[CH:32][CH:31]=[CH:30][C:25]=2[C:26]([O:28][CH3:29])=[O:27])[CH2:23][CH2:22][CH2:21][NH:20][CH2:19][CH2:18]1.C([O-])([O-])=O.[K+].[K+].O. Product: [O:12]1[C@@H:7]([CH2:6][N:20]2[CH2:21][CH2:22][CH2:23][N:17]([C:24]3[N:33]=[CH:32][CH:31]=[CH:30][C:25]=3[C:26]([O:28][CH3:29])=[O:27])[CH2:18][CH2:19]2)[CH2:8][O:9][C:10]2[CH:16]=[CH:15][CH:14]=[CH:13][C:11]1=2. The catalyst class is: 3. (3) Reactant: [Cl:1]C1C(Cl)=CC=CC=1C.ClCl.[Cl:12][C:13]1[C:21]([Cl:22])=[CH:20][CH:19]=[CH:18][C:14]=1[CH:15]([Cl:17])[Cl:16]. Product: [Cl:12][C:13]1[C:21]([Cl:22])=[CH:20][CH:19]=[CH:18][C:14]=1[C:15]([Cl:1])([Cl:16])[Cl:17]. The catalyst class is: 53. (4) The catalyst class is: 2. Reactant: [CH3:1][O:2][C:3]1[C:8]([O:9][CH3:10])=[CH:7][CH:6]=[CH:5][C:4]=1[CH:11]1[C:17]2[CH:18]=[C:19]([C:22]([F:25])([F:24])[F:23])[CH:20]=[CH:21][C:16]=2[N:15]2[C:26]([C:29]([F:32])([F:31])[F:30])=[N:27][N:28]=[C:14]2[CH:13]([CH2:33][C:34](O)=[O:35])[O:12]1.Cl.C(N=C=NCCCN(C)C)C.[NH:49]1[CH2:54][CH2:53][CH:52]([CH2:55][C:56]([O:58][C:59]([CH3:62])([CH3:61])[CH3:60])=[O:57])[CH2:51][CH2:50]1.O.ON1C2C=CC=CC=2N=N1. Product: [CH3:1][O:2][C:3]1[C:8]([O:9][CH3:10])=[CH:7][CH:6]=[CH:5][C:4]=1[C@@H:11]1[C:17]2[CH:18]=[C:19]([C:22]([F:23])([F:24])[F:25])[CH:20]=[CH:21][C:16]=2[N:15]2[C:26]([C:29]([F:32])([F:31])[F:30])=[N:27][N:28]=[C:14]2[C@@H:13]([CH2:33][C:34]([N:49]2[CH2:54][CH2:53][CH:52]([CH2:55][C:56]([O:58][C:59]([CH3:62])([CH3:61])[CH3:60])=[O:57])[CH2:51][CH2:50]2)=[O:35])[O:12]1.